From a dataset of Forward reaction prediction with 1.9M reactions from USPTO patents (1976-2016). Predict the product of the given reaction. (1) Given the reactants [F:1][C:2]1[CH:7]=[C:6]([F:8])[CH:5]=[CH:4][C:3]=1[CH2:9][C:10]([NH:13]C=O)([CH3:12])[CH3:11].Cl, predict the reaction product. The product is: [F:1][C:2]1[CH:7]=[C:6]([F:8])[CH:5]=[CH:4][C:3]=1[CH2:9][C:10]([NH2:13])([CH3:11])[CH3:12]. (2) The product is: [Br:13][C:14]1[CH:19]=[C:18]([F:20])[CH:17]=[C:16]2[C:15]=1[CH2:8][CH:2]([CH3:1])[C:3]2=[O:5]. Given the reactants [CH3:1][CH:2]([C:8](OCC)=O)[C:3]([O:5]CC)=O.[Br:13][C:14]1[CH:19]=[C:18]([F:20])[CH:17]=[CH:16][C:15]=1CBr.[OH-].[K+].Cl.O=S(Cl)Cl.[Al+3].[Cl-].[Cl-].[Cl-], predict the reaction product. (3) Given the reactants [C:1]([O:5][C:6]([N:8]1[CH2:13][CH:12]2[CH:10]([CH:11]2[C:14]([OH:16])=O)[CH2:9]1)=[O:7])([CH3:4])([CH3:3])[CH3:2].CN(C(ON1N=NC2C=CC=NC1=2)=[N+](C)C)C.F[P-](F)(F)(F)(F)F.C(N(CC)CC)C.[S:48]1[C:52]([NH2:53])=[CH:51][CH:50]=[N:49]1, predict the reaction product. The product is: [S:48]1[C:52]([NH:53][C:14]([CH:11]2[CH:10]3[CH:12]2[CH2:13][N:8]([C:6]([O:5][C:1]([CH3:2])([CH3:3])[CH3:4])=[O:7])[CH2:9]3)=[O:16])=[CH:51][CH:50]=[N:49]1. (4) Given the reactants [CH2:1]([N:8]1[C:16]2[C:11](=[CH:12][C:13]([NH2:17])=[CH:14][CH:15]=2)[CH:10]=[CH:9]1)[C:2]1[CH:7]=[CH:6][CH:5]=[CH:4][CH:3]=1.Cl[C:19]1[N:28]=[CH:27][C:26]([C:29]([F:32])([F:31])[F:30])=[CH:25][C:20]=1[C:21]([O:23][CH3:24])=[O:22].C(=O)([O-])[O-].[Cs+].[Cs+].C(OCCCC)(=O)C, predict the reaction product. The product is: [CH2:1]([N:8]1[C:16]2[C:11](=[CH:12][C:13]([NH:17][C:19]3[N:28]=[CH:27][C:26]([C:29]([F:32])([F:30])[F:31])=[CH:25][C:20]=3[C:21]([O:23][CH3:24])=[O:22])=[CH:14][CH:15]=2)[CH:10]=[CH:9]1)[C:2]1[CH:3]=[CH:4][CH:5]=[CH:6][CH:7]=1. (5) Given the reactants Cl/[C:2](/[CH2:15][Cl:16])=[CH:3]/[C:4]([C:6]1[CH:11]=[CH:10][CH:9]=[C:8]([N+:12]([O-:14])=[O:13])[CH:7]=1)=O.Cl/C(/CCl)=C\C(C1C=CC=C([N+]([O-])=O)C=1)=O.[NH2:33]/[C:34](/[CH3:41])=[CH:35]/[C:36]([O:38][CH2:39][CH3:40])=[O:37].C(N(CC)CC)C, predict the reaction product. The product is: [Cl:16][CH2:15][C:2]1[C:35]([C:36]([O:38][CH2:39][CH3:40])=[O:37])=[C:34]([CH3:41])[N:33]=[C:4]([C:6]2[CH:11]=[CH:10][CH:9]=[C:8]([N+:12]([O-:14])=[O:13])[CH:7]=2)[CH:3]=1. (6) Given the reactants [Cl:1][C:2]1[CH:7]=[C:6]([O:8][CH3:9])[CH:5]=[C:4]([Cl:10])[CH:3]=1.[Br:11]N1C(=O)CCC1=O.Cl, predict the reaction product. The product is: [Br:11][C:3]1[C:2]([Cl:1])=[CH:7][C:6]([O:8][CH3:9])=[CH:5][C:4]=1[Cl:10]. (7) Given the reactants [CH2:1]([C:8]1[CH:16]=[C:15]([Cl:17])[CH:14]=[CH:13][C:9]=1[C:10]([OH:12])=O)[C:2]1[CH:7]=[CH:6][CH:5]=[CH:4][CH:3]=1.[C:18]1([S:28]([NH2:31])(=[O:30])=[O:29])[C:19]([S:24]([NH2:27])(=[O:26])=[O:25])=[CH:20][CH:21]=[CH:22][CH:23]=1.C(Cl)CCl, predict the reaction product. The product is: [CH2:1]([C:8]1[CH:16]=[C:15]([Cl:17])[CH:14]=[CH:13][C:9]=1[C:10]([NH:31][S:28]([C:18]1[CH:23]=[CH:22][CH:21]=[CH:20][C:19]=1[S:24](=[O:26])(=[O:25])[NH2:27])(=[O:30])=[O:29])=[O:12])[C:2]1[CH:3]=[CH:4][CH:5]=[CH:6][CH:7]=1.